From a dataset of Peptide-MHC class I binding affinity with 185,985 pairs from IEDB/IMGT. Regression. Given a peptide amino acid sequence and an MHC pseudo amino acid sequence, predict their binding affinity value. This is MHC class I binding data. (1) The peptide sequence is FAISYCRAF. The MHC is HLA-B15:01 with pseudo-sequence HLA-B15:01. The binding affinity (normalized) is 0.600. (2) The binding affinity (normalized) is 0.272. The MHC is HLA-A32:01 with pseudo-sequence HLA-A32:01. The peptide sequence is ELLSYCVSLF. (3) The peptide sequence is LMTLDDLAIK. The MHC is HLA-A03:01 with pseudo-sequence HLA-A03:01. The binding affinity (normalized) is 0.314. (4) The peptide sequence is DEFLKVPEW. The MHC is HLA-A24:03 with pseudo-sequence HLA-A24:03. The binding affinity (normalized) is 0.0847.